This data is from Full USPTO retrosynthesis dataset with 1.9M reactions from patents (1976-2016). The task is: Predict the reactants needed to synthesize the given product. (1) Given the product [CH3:1][N:2]1[CH:6]=[C:5]([C:7]2[CH:8]=[CH:9][C:10]([S:14]([Cl:13])(=[O:16])=[O:15])=[CH:11][CH:12]=2)[CH:4]=[N:3]1, predict the reactants needed to synthesize it. The reactants are: [CH3:1][N:2]1[CH:6]=[C:5]([C:7]2[CH:12]=[CH:11][CH:10]=[CH:9][CH:8]=2)[CH:4]=[N:3]1.[Cl:13][S:14](O)(=[O:16])=[O:15]. (2) Given the product [CH3:34][O:33][C:29](=[O:32])[CH2:30][O:31][C:23]1[C:22]([C:19]2[CH:20]=[CH:21][C:2]([Cl:1])=[C:3]([C:4]([NH:6][CH2:7][C:8]34[CH2:15][CH:14]5[CH2:16][CH:10]([CH2:11][CH:12]([CH2:13]5)[CH2:17]3)[CH2:9]4)=[O:5])[CH:18]=2)=[CH:27][CH:26]=[CH:25][N:24]=1, predict the reactants needed to synthesize it. The reactants are: [Cl:1][C:2]1[CH:21]=[CH:20][C:19]([C:22]2[C:23](Cl)=[N:24][CH:25]=[CH:26][CH:27]=2)=[CH:18][C:3]=1[C:4]([NH:6][CH2:7][C:8]12[CH2:17][CH:12]3[CH2:13][CH:14]([CH2:16][CH:10]([CH2:11]3)[CH2:9]1)[CH2:15]2)=[O:5].[C:29]([O:33][CH3:34])(=[O:32])[CH2:30][OH:31].CC(C)([O-])C.[K+]. (3) Given the product [C:10]([O:13][C@H:14]1[CH2:31][CH2:30][C@@:29]2([CH2:6][NH2:7])[C:16](=[CH:17][CH2:18][C@@H:19]3[C@@H:28]2[CH2:27][CH2:26][C@@:24]2([CH3:25])[C@H:20]3[CH2:21][CH2:22][C@@H:23]2[O:34][C:35](=[O:37])[CH3:36])[CH2:15]1)(=[O:12])[CH3:11], predict the reactants needed to synthesize it. The reactants are: C([O-])(=O)C.[NH4+].[C:6]([BH3-])#[N:7].[Na+].[C:10]([O:13][C@H:14]1[CH2:31][CH2:30][C@@:29]2(C=O)[C:16](=[CH:17][CH2:18][C@@H:19]3[C@@H:28]2[CH2:27][CH2:26][C@@:24]2([CH3:25])[C@H:20]3[CH2:21][CH2:22][C@@H:23]2[O:34][C:35](=[O:37])[CH3:36])[CH2:15]1)(=[O:12])[CH3:11].